From a dataset of Catalyst prediction with 721,799 reactions and 888 catalyst types from USPTO. Predict which catalyst facilitates the given reaction. Reactant: C(N(CC)CC)C.[C:8]([O:12][C:13]([C@@:15]1([CH2:29][CH2:30][OH:31])[CH2:19][C:18](=[O:20])[N:17]([C@@H:21]([C:23]2[CH:28]=[CH:27][CH:26]=[CH:25][CH:24]=2)[CH3:22])[CH2:16]1)=[O:14])([CH3:11])([CH3:10])[CH3:9].FC(F)(F)S(O[Si:38]([C:41]([CH3:44])([CH3:43])[CH3:42])([CH3:40])[CH3:39])(=O)=O.C(=O)(O)[O-].[Na+]. Product: [C:8]([O:12][C:13]([C@@:15]1([CH2:29][CH2:30][O:31][Si:38]([C:41]([CH3:44])([CH3:43])[CH3:42])([CH3:40])[CH3:39])[CH2:19][C:18](=[O:20])[N:17]([C@@H:21]([C:23]2[CH:28]=[CH:27][CH:26]=[CH:25][CH:24]=2)[CH3:22])[CH2:16]1)=[O:14])([CH3:11])([CH3:10])[CH3:9]. The catalyst class is: 96.